From a dataset of Catalyst prediction with 721,799 reactions and 888 catalyst types from USPTO. Predict which catalyst facilitates the given reaction. (1) Reactant: COC([N:5]1[C:13]2[C:8](=[CH:9][CH:10]=[C:11]([CH2:14][C:15]([O:17][CH2:18][CH3:19])=[O:16])[CH:12]=2)[CH:7]=[CH:6]1)=O.CNC. Product: [CH2:18]([O:17][C:15](=[O:16])[CH2:14][C:11]1[CH:12]=[C:13]2[C:8]([CH:7]=[CH:6][NH:5]2)=[CH:9][CH:10]=1)[CH3:19]. The catalyst class is: 14. (2) Reactant: [CH2:1]([NH:8][C:9]1[CH:16]=[CH:15][CH:14]=[CH:13][C:10]=1[C:11]#[N:12])[C:2]1[CH:7]=[CH:6][CH:5]=[CH:4][CH:3]=1.[H-].[Al+3].[Li+].[H-].[H-].[H-].O.O.O.O.O.O.O.O.O.O.S([O-])([O-])(=O)=O.[Na+].[Na+]. The catalyst class is: 7. Product: [NH2:12][CH2:11][C:10]1[CH:13]=[CH:14][CH:15]=[CH:16][C:9]=1[NH:8][CH2:1][C:2]1[CH:7]=[CH:6][CH:5]=[CH:4][CH:3]=1. (3) Reactant: [NH2:1][C:2](=[N:30][O:31][C:32]([C:34]1[CH:43]=[CH:42][C:37]([C:38]([O:40]C)=[O:39])=[CH:36][CH:35]=1)=O)[N:3]1[CH2:8][CH2:7][CH:6]([O:9][CH2:10][C:11]2[C:12]([C:19]3[CH:24]=[CH:23][CH:22]=[CH:21][C:20]=3[O:25][C:26]([F:29])([F:28])[F:27])=[N:13][O:14][C:15]=2[CH:16]2[CH2:18][CH2:17]2)[CH2:5][CH2:4]1.C1COCC1.[OH-].[Li+].Cl. Product: [CH:16]1([C:15]2[O:14][N:13]=[C:12]([C:19]3[CH:24]=[CH:23][CH:22]=[CH:21][C:20]=3[O:25][C:26]([F:28])([F:29])[F:27])[C:11]=2[CH2:10][O:9][CH:6]2[CH2:5][CH2:4][N:3]([C:2]3[N:1]=[C:32]([C:34]4[CH:35]=[CH:36][C:37]([C:38]([OH:40])=[O:39])=[CH:42][CH:43]=4)[O:31][N:30]=3)[CH2:8][CH2:7]2)[CH2:17][CH2:18]1. The catalyst class is: 72. (4) Reactant: [N+:1]([C:4]1[CH:24]=[CH:23][CH:22]=[CH:21][C:5]=1[NH:6][C:7]1[S:11][C:10]2[CH:12]=[CH:13][CH:14]=[CH:15][C:9]=2[C:8]=1[C:16]([O:18][CH2:19][CH3:20])=[O:17])([O-])=O.[CH3:25]C(C)([O-])C.[K+].CI. Product: [NH2:1][C:4]1[CH:24]=[CH:23][CH:22]=[CH:21][C:5]=1[N:6]([C:7]1[S:11][C:10]2[CH:12]=[CH:13][CH:14]=[CH:15][C:9]=2[C:8]=1[C:16]([O:18][CH2:19][CH3:20])=[O:17])[CH3:25]. The catalyst class is: 9. (5) Reactant: [CH:1]([C:3]1[CH:12]=[CH:11][C:6]2[C:7](=[O:10])[O:8][CH2:9][C:5]=2[C:4]=1[CH2:13][CH2:14][OH:15])=[CH2:2].C1C=C(Cl)C=C(C(OO)=[O:24])C=1. Product: [OH:24][CH2:2][CH:1]1[C:3]2[C:4](=[C:5]3[CH2:9][O:8][C:7](=[O:10])[C:6]3=[CH:11][CH:12]=2)[CH2:13][CH2:14][O:15]1. The catalyst class is: 4.